From a dataset of Full USPTO retrosynthesis dataset with 1.9M reactions from patents (1976-2016). Predict the reactants needed to synthesize the given product. (1) Given the product [CH:1]1([O:7][CH2:8][CH2:9][O:10][S:11]([C:14]2[CH:20]=[CH:19][C:17]([CH3:18])=[CH:16][CH:15]=2)(=[O:13])=[O:12])[CH2:6][CH2:5][CH2:4][CH:3]=[CH:2]1, predict the reactants needed to synthesize it. The reactants are: [CH:1]1([O:7][CH2:8][CH2:9][OH:10])[CH2:6][CH2:5][CH2:4][CH:3]=[CH:2]1.[S:11](Cl)([C:14]1[CH:20]=[CH:19][C:17]([CH3:18])=[CH:16][CH:15]=1)(=[O:13])=[O:12].O. (2) Given the product [F:35][C:36]1[CH:37]=[C:38]([S:43]([N:8]2[CH2:12][C@H:11]([F:13])[CH2:10][C@H:9]2[C:14]([NH:32][CH2:31][C:27]2[CH:26]=[C:25]([C:22]3[CH:23]=[N:24][C:19]([C:18]([F:17])([F:33])[F:34])=[CH:20][CH:21]=3)[N:30]=[CH:29][N:28]=2)=[O:16])(=[O:44])=[O:45])[CH:39]=[CH:40][C:41]=1[F:42], predict the reactants needed to synthesize it. The reactants are: C(OC([N:8]1[CH2:12][C@H:11]([F:13])[CH2:10][C@H:9]1[C:14]([OH:16])=O)=O)(C)(C)C.[F:17][C:18]([F:34])([F:33])[C:19]1[N:24]=[CH:23][C:22]([C:25]2[N:30]=[CH:29][N:28]=[C:27]([CH2:31][NH2:32])[CH:26]=2)=[CH:21][CH:20]=1.[F:35][C:36]1[CH:37]=[C:38]([S:43](Cl)(=[O:45])=[O:44])[CH:39]=[CH:40][C:41]=1[F:42]. (3) The reactants are: [OH:1][C:2]([CH3:14])([CH3:13])[C:3]([C:5]1[CH:10]=[CH:9][CH:8]=[C:7]([CH2:11][OH:12])[CH:6]=1)=[O:4].O=[N+]([O-])[O-].[O-][N+](=O)[O-].[O-][N+](=O)[O-].[O-][N+](=O)[O-].[O-][N+](=O)[O-].[O-][N+](=O)[O-].[Ce+4].[NH4+].[NH4+].[O:42]=[C:43]([C:47]1[CH:52]=[CH:51][CH:50]=[CH:49][CH:48]=1)[C:44](Cl)=[O:45]. Given the product [O:42]=[C:43]([C:47]1[CH:52]=[CH:51][CH:50]=[CH:49][CH:48]=1)[C:44]([O:12][CH2:11][C:7]1[CH:8]=[CH:9][CH:10]=[C:5]([C:3](=[O:4])[C:2]([OH:1])([CH3:14])[CH3:13])[CH:6]=1)=[O:45], predict the reactants needed to synthesize it. (4) Given the product [F:19][C:20]1[CH:25]=[CH:24][C:23]([NH:26][C:27](=[O:28])[O:1][CH2:2][CH:3]2[O:8][C:7]3[C:9]4[C:14]([C:15](=[O:18])[C:16](=[O:17])[C:6]=3[S:5][CH2:4]2)=[CH:13][CH:12]=[CH:11][CH:10]=4)=[CH:22][CH:21]=1, predict the reactants needed to synthesize it. The reactants are: [OH:1][CH2:2][CH:3]1[O:8][C:7]2[C:9]3[C:14]([C:15](=[O:18])[C:16](=[O:17])[C:6]=2[S:5][CH2:4]1)=[CH:13][CH:12]=[CH:11][CH:10]=3.[F:19][C:20]1[CH:25]=[CH:24][C:23]([N:26]=[C:27]=[O:28])=[CH:22][CH:21]=1.C(=O)([O-])[O-].[K+].[K+]. (5) Given the product [Cl:1][C:2]1[CH:3]=[CH:4][C:5]2[N:6]([C:10]([CH:11]([C:13]3[CH:14]=[C:15]4[C:20](=[CH:21][CH:22]=3)[N:19]=[CH:18][CH:17]=[CH:16]4)[CH3:12])=[N:9][N:8]=2)[N:7]=1, predict the reactants needed to synthesize it. The reactants are: [Cl:1][C:2]1[N:7]=[N:6][C:5]([NH:8][NH:9][C:10](=O)[CH:11]([C:13]2[CH:14]=[C:15]3[C:20](=[CH:21][CH:22]=2)[N:19]=[CH:18][CH:17]=[CH:16]3)[CH3:12])=[CH:4][CH:3]=1. (6) Given the product [CH2:1]([N:8]1[C:16]2[C:11](=[CH:12][CH:13]=[C:14]([NH:18][C:19]3[CH:28]=[CH:27][C:26]([Cl:29])=[CH:25][C:20]=3[C:21]([O:23][CH3:24])=[O:22])[CH:15]=2)[CH:10]=[CH:9]1)[C:2]1[CH:7]=[CH:6][CH:5]=[CH:4][CH:3]=1, predict the reactants needed to synthesize it. The reactants are: [CH2:1]([N:8]1[C:16]2[C:11](=[CH:12][CH:13]=[C:14](Br)[CH:15]=2)[CH:10]=[CH:9]1)[C:2]1[CH:7]=[CH:6][CH:5]=[CH:4][CH:3]=1.[NH2:18][C:19]1[CH:28]=[CH:27][C:26]([Cl:29])=[CH:25][C:20]=1[C:21]([O:23][CH3:24])=[O:22].C(=O)([O-])[O-].[Cs+].[Cs+].C1(C)C=CC=CC=1.